Dataset: Full USPTO retrosynthesis dataset with 1.9M reactions from patents (1976-2016). Task: Predict the reactants needed to synthesize the given product. (1) Given the product [CH2:18]([O:17][C:13](=[O:16])/[CH:14]=[CH:15]/[C:2]1[CH:7]=[N:6][C:5]([N+:8]([O-:10])=[O:9])=[C:4]([O:11][CH3:12])[CH:3]=1)[CH3:19], predict the reactants needed to synthesize it. The reactants are: Br[C:2]1[CH:3]=[C:4]([O:11][CH3:12])[C:5]([N+:8]([O-:10])=[O:9])=[N:6][CH:7]=1.[C:13]([O:17][CH2:18][CH3:19])(=[O:16])[CH:14]=[CH2:15].C(P(C(C)(C)C)C1C=CC=CC=1C1C=CC=CC=1)(C)(C)C.[Cl-].[NH4+]. (2) Given the product [F:1][C:2]1[CH:7]=[CH:6][C:5]([C:8]2[C:19](=[O:20])[N:18]([CH3:21])[C:11]3[N:12]=[C:13]([NH:37][CH3:36])[N:14]=[CH:15][C:10]=3[CH:9]=2)=[CH:4][C:3]=1[NH:22][C:23]([NH:25][C:26]1[CH:31]=[CH:30][CH:29]=[C:28]([C:32]([F:35])([F:34])[F:33])[CH:27]=1)=[O:24], predict the reactants needed to synthesize it. The reactants are: [F:1][C:2]1[CH:7]=[CH:6][C:5]([C:8]2[C:19](=[O:20])[N:18]([CH3:21])[C:11]3[N:12]=[C:13](SC)[N:14]=[CH:15][C:10]=3[CH:9]=2)=[CH:4][C:3]=1[NH:22][C:23]([NH:25][C:26]1[CH:31]=[CH:30][CH:29]=[C:28]([C:32]([F:35])([F:34])[F:33])[CH:27]=1)=[O:24].[CH3:36][NH2:37].C1COCC1. (3) Given the product [CH:1]([N:4]1[CH2:9][CH2:8][N:7]([C:10](=[O:16])[CH2:11][CH2:12][CH2:13][C:14]#[CH:15])[CH2:6][CH2:5]1)([CH3:3])[CH3:2], predict the reactants needed to synthesize it. The reactants are: [CH:1]([N:4]1[CH2:9][CH2:8][NH:7][CH2:6][CH2:5]1)([CH3:3])[CH3:2].[C:10](O)(=[O:16])[CH2:11][CH2:12][CH2:13][C:14]#[CH:15].Cl.CN(C)CCCN=C=NCC. (4) Given the product [F:8][C:7]1[C:2]([N:18]2[CH2:19][CH2:20][CH2:21][CH:16]([CH3:15])[CH2:17]2)=[N:3][CH:4]=[N:5][C:6]=1[O:9][CH2:10][C:11]#[C:12][CH2:13][CH3:14], predict the reactants needed to synthesize it. The reactants are: Cl[C:2]1[C:7]([F:8])=[C:6]([O:9][CH2:10][C:11]#[C:12][CH2:13][CH3:14])[N:5]=[CH:4][N:3]=1.[CH3:15][CH:16]1[CH2:21][CH2:20][CH2:19][NH:18][CH2:17]1. (5) The reactants are: [CH3:1][S:2](Cl)(=[O:4])=[O:3].[Cl:6][C:7]1[CH:12]=[CH:11][C:10]([C:13]2[CH:14]=[CH:15][C:16]([C:19]#[C:20][C:21]3[CH:30]=[CH:29][C:24]([O:25][CH2:26][CH2:27][OH:28])=[CH:23][CH:22]=3)=[N:17][CH:18]=2)=[CH:9][CH:8]=1.C(N(CC)CC)C.N1C=CC=CC=1. Given the product [CH3:1][S:2]([O:28][CH2:27][CH2:26][O:25][C:24]1[CH:23]=[CH:22][C:21]([C:20]#[C:19][C:16]2[CH:15]=[CH:14][C:13]([C:10]3[CH:9]=[CH:8][C:7]([Cl:6])=[CH:12][CH:11]=3)=[CH:18][N:17]=2)=[CH:30][CH:29]=1)(=[O:4])=[O:3], predict the reactants needed to synthesize it.